From a dataset of Peptide-MHC class II binding affinity with 134,281 pairs from IEDB. Regression. Given a peptide amino acid sequence and an MHC pseudo amino acid sequence, predict their binding affinity value. This is MHC class II binding data. (1) The peptide sequence is TILQRLGVLFGSRIA. The MHC is DRB1_0404 with pseudo-sequence DRB1_0404. The binding affinity (normalized) is 0.802. (2) The peptide sequence is AVQVTFTVQKGSDPK. The MHC is DRB1_0701 with pseudo-sequence DRB1_0701. The binding affinity (normalized) is 0.403. (3) The peptide sequence is GELQIVDKIDAAFTI. The MHC is DRB3_0202 with pseudo-sequence DRB3_0202. The binding affinity (normalized) is 0.271. (4) The MHC is DRB3_0101 with pseudo-sequence DRB3_0101. The binding affinity (normalized) is 0.276. The peptide sequence is SARYDVALSEQGEFK. (5) The peptide sequence is ESKHGLTNTASHTRLSCD. The MHC is H-2-IAd with pseudo-sequence H-2-IAd. The binding affinity (normalized) is 0. (6) The peptide sequence is SLQYLALVALVAPKK. The MHC is DRB1_1101 with pseudo-sequence DRB1_1101. The binding affinity (normalized) is 0.625.